Dataset: Catalyst prediction with 721,799 reactions and 888 catalyst types from USPTO. Task: Predict which catalyst facilitates the given reaction. (1) Reactant: [Cl:1][C:2]1[C:3]([O:12][C:13]2[CH:18]=[C:17]([O:19][CH2:20][CH2:21][N:22]3[CH2:27][CH2:26][O:25][CH2:24][CH2:23]3)[CH:16]=[CH:15][C:14]=2[CH2:28][CH2:29][CH2:30][OH:31])=[N:4][CH:5]=[C:6]([C:8]([F:11])([F:10])[F:9])[CH:7]=1.Cl[S:33]([N:36]=[C:37]=[O:38])(=[O:35])=[O:34].N1C=CC=CC=1.[CH:45]([O:48][CH2:49][CH2:50][NH2:51])([CH3:47])[CH3:46]. Product: [CH:45]([O:48][CH2:49][CH2:50][NH:51][S:33]([NH:36][C:37](=[O:38])[O:31][CH2:30][CH2:29][CH2:28][C:14]1[CH:15]=[CH:16][C:17]([O:19][CH2:20][CH2:21][N:22]2[CH2:27][CH2:26][O:25][CH2:24][CH2:23]2)=[CH:18][C:13]=1[O:12][C:3]1[C:2]([Cl:1])=[CH:7][C:6]([C:8]([F:11])([F:9])[F:10])=[CH:5][N:4]=1)(=[O:35])=[O:34])([CH3:47])[CH3:46]. The catalyst class is: 47. (2) Reactant: [OH:1][C@H:2]([CH2:28][O:29][C:30]1[CH:35]=[CH:34][CH:33]=[CH:32][CH:31]=1)[CH2:3][NH:4][CH2:5][C@H:6]1[CH2:15][CH2:14][C:13]2[C:8](=[CH:9][CH:10]=[C:11]([N:16]([CH3:27])[C:17]3[CH:26]=[CH:25][C:20]([C:21]([O:23]C)=[O:22])=[CH:19][CH:18]=3)[CH:12]=2)[O:7]1.[OH-].[Na+].[ClH:38]. Product: [ClH:38].[OH:1][C@H:2]([CH2:28][O:29][C:30]1[CH:31]=[CH:32][CH:33]=[CH:34][CH:35]=1)[CH2:3][NH:4][CH2:5][C@H:6]1[CH2:15][CH2:14][C:13]2[C:8](=[CH:9][CH:10]=[C:11]([N:16]([CH3:27])[C:17]3[CH:26]=[CH:25][C:20]([C:21]([OH:23])=[O:22])=[CH:19][CH:18]=3)[CH:12]=2)[O:7]1. The catalyst class is: 71.